From a dataset of Reaction yield outcomes from USPTO patents with 853,638 reactions. Predict the reaction yield, written as a fraction of the theoretical maximum amount of product (1.0 means a 100% yield; for example, 0.34 means a 34% yield). (1) The reactants are [S-:1][C:2]#[N:3].[NH4+].[NH2:5][C:6]1[CH:14]=[C:13]2[C:9]([CH2:10][CH2:11][C:12]2=[O:15])=[CH:8][CH:7]=1.BrBr.C([O-])([O-])=O.[Na+].[Na+]. The catalyst is CC(O)=O.O. The product is [NH2:3][C:2]1[S:1][C:14]2[C:6]([N:5]=1)=[CH:7][CH:8]=[C:9]1[C:13]=2[C:12](=[O:15])[CH2:11][CH2:10]1. The yield is 0.200. (2) The reactants are C(O[N:19]1[C:24](=O)[CH2:23][CH2:22][C:20]1=O)(OCC1C2C(=CC=CC=2)C2C1=CC=CC=2)=O.Cl.N[C@@H:28](CC=CC)[C:29]([OH:31])=[O:30].C([O-])(O)=O.[Na+].Cl. The catalyst is CC(C)=O.O. The product is [CH2:24]([NH:19][CH2:28][C:29]([OH:31])=[O:30])[CH:23]=[CH:22][CH3:20]. The yield is 0.780. (3) The reactants are C(N(C(C)C)CC)(C)C.[Cl:10][C:11]1[CH:19]=[C:18]([C:20]([NH:22][CH2:23][C:24]2[CH:29]=[CH:28][CH:27]=[C:26]([O:30][Si:31]([C:34]([CH3:37])([CH3:36])[CH3:35])([CH3:33])[CH3:32])[CH:25]=2)=[O:21])[CH:17]=[C:16]([CH3:38])[C:12]=1[C:13]([OH:15])=O.Cl.[CH3:40][C:41]([CH3:54])([O:43][C:44]([NH:46][CH2:47][C@@H:48]([C:50]([O:52][CH3:53])=[O:51])[NH2:49])=[O:45])[CH3:42].F[P-](F)(F)(F)(F)F.N1(O[P+](N(C)C)(N(C)C)N(C)C)C2C=CC=CC=2N=N1. The catalyst is ClCCl.C(OCC)(=O)C. The product is [Cl:10][C:11]1[CH:19]=[C:18]([C:20]([NH:22][CH2:23][C:24]2[CH:29]=[CH:28][CH:27]=[C:26]([O:30][Si:31]([C:34]([CH3:36])([CH3:35])[CH3:37])([CH3:32])[CH3:33])[CH:25]=2)=[O:21])[CH:17]=[C:16]([CH3:38])[C:12]=1[C:13]([NH:49][C@H:48]([C:50]([O:52][CH3:53])=[O:51])[CH2:47][NH:46][C:44]([O:43][C:41]([CH3:54])([CH3:42])[CH3:40])=[O:45])=[O:15]. The yield is 0.810. (4) The product is [CH2:35]([N:25]1[C:26]2[C:31](=[CH:30][C:29]([CH3:34])=[CH:28][CH:27]=2)[C:32]([N:4]2[CH2:5][CH2:6][N:1]([C:7]([C:9]3[S:10][CH:11]=[CH:12][CH:13]=3)=[O:8])[CH2:2][CH2:3]2)=[C:23]([C:21]#[N:20])[C:24]1=[O:36])[C:26]1[CH:31]=[CH:30][CH:29]=[CH:28][CH:27]=1. The yield is 0.770. The catalyst is C1(C)C=CC=CC=1. The reactants are [N:1]1([C:7]([C:9]2[S:10][CH:11]=[CH:12][CH:13]=2)=[O:8])[CH2:6][CH2:5][NH:4][CH2:3][CH2:2]1.C1([NH:20][C:21]([C:23]2[C:24](=[O:36])[N:25]([CH3:35])[C:26]3[C:31]([C:32]=2O)=[CH:30][C:29]([CH3:34])=[CH:28][CH:27]=3)=O)CCCCC1. (5) The product is [I:1][C:2]1[CH:7]=[CH:6][N:5]=[C:4]2[N:8]([C:13]([C:14]3[CH:19]=[CH:18][CH:17]=[CH:16][CH:15]=3)([C:26]3[CH:27]=[CH:28][CH:29]=[CH:30][CH:31]=3)[C:20]3[CH:21]=[CH:22][CH:23]=[CH:24][CH:25]=3)[N:9]=[CH:10][C:3]=12. The reactants are [I:1][C:2]1[CH:7]=[CH:6][N:5]=[C:4]2[NH:8][N:9]=[CH:10][C:3]=12.[H-].[Na+].[C:13](Cl)([C:26]1[CH:31]=[CH:30][CH:29]=[CH:28][CH:27]=1)([C:20]1[CH:25]=[CH:24][CH:23]=[CH:22][CH:21]=1)[C:14]1[CH:19]=[CH:18][CH:17]=[CH:16][CH:15]=1. The yield is 0.460. The catalyst is CN(C)C=O. (6) The product is [CH:38]1([C:39]([C:29]2[CH:30]=[CH:31][C:16]([O:18][CH:19]([CH3:20])[C:12]#[N:8])=[CH:15][CH:28]=2)=[O:35])[CH2:36][CH2:37]1. The catalyst is O.C(Cl)Cl. The yield is 0.920. The reactants are C([N:8]1[CH:12]=CN=C1)(N1C=CN=C1)=O.N.F[C:15](F)(F)[C:16]([O:18][C:19](=O)[C:20](F)(F)F)=O.N1C=[CH:31][CH:30]=[CH:29][CH:28]=1.[Cl-].[NH4+].[O:35]1[CH2:39][CH2:38][CH2:37][CH2:36]1. (7) The reactants are [Br:1][C:2]1[C:3]([Cl:10])=[C:4]([NH2:9])[CH:5]=[CH:6][C:7]=1[F:8].C(N(CC)CC)C.[CH2:18]([S:21](Cl)(=[O:23])=[O:22])[CH2:19][CH3:20].C(=O)(O)[O-].[Na+].C(=O)([O-])[O-].[Na+].[Na+]. The catalyst is C(Cl)Cl. The product is [Br:1][C:2]1[C:3]([Cl:10])=[C:4]([NH:9][S:21]([CH2:18][CH2:19][CH3:20])(=[O:23])=[O:22])[CH:5]=[CH:6][C:7]=1[F:8]. The yield is 0.610.